This data is from Full USPTO retrosynthesis dataset with 1.9M reactions from patents (1976-2016). The task is: Predict the reactants needed to synthesize the given product. (1) The reactants are: [C:1]([N:4]1[CH2:9][CH2:8][CH:7]([C:10]([N:12]2[CH2:17][CH2:16][C@@H:15]([N:18]([CH3:29])[C:19](=[O:28])[C:20]3[CH:25]=[CH:24][C:23]([O:26][CH3:27])=[CH:22][CH:21]=3)[C@H:14]([C:30]3[CH:35]=[CH:34][C:33](Br)=[CH:32][CH:31]=3)[CH2:13]2)=[O:11])[CH2:6][CH2:5]1)(=[O:3])[CH3:2].[C:37]1(B(O)O)[CH:42]=[CH:41][CH:40]=[CH:39][CH:38]=1.C(=O)([O-])[O-].[K+].[K+]. Given the product [C:1]([N:4]1[CH2:9][CH2:8][CH:7]([C:10]([N:12]2[CH2:17][CH2:16][C@@H:15]([N:18]([CH3:29])[C:19](=[O:28])[C:20]3[CH:25]=[CH:24][C:23]([O:26][CH3:27])=[CH:22][CH:21]=3)[C@H:14]([C:30]3[CH:35]=[CH:34][C:33]([C:37]4[CH:42]=[CH:41][CH:40]=[CH:39][CH:38]=4)=[CH:32][CH:31]=3)[CH2:13]2)=[O:11])[CH2:6][CH2:5]1)(=[O:3])[CH3:2], predict the reactants needed to synthesize it. (2) Given the product [Cl:1][C:2]1[CH:3]=[C:4]([N+:19]([O-:21])=[O:20])[C:5]([CH2:12][CH3:13])=[C:6]([CH:11]=1)[C:7]([O:9][CH3:10])=[O:8], predict the reactants needed to synthesize it. The reactants are: [Cl:1][C:2]1[CH:3]=[CH:4][C:5]([CH2:12][CH3:13])=[C:6]([CH:11]=1)[C:7]([O:9][CH3:10])=[O:8].OS(O)(=O)=O.[N+:19]([O-])([OH:21])=[O:20].O=S(Cl)Cl. (3) The reactants are: [CH2:1]([O:8][C:9]1[CH:33]=[C:32]([OH:34])[CH:31]=[CH:30][C:10]=1[C:11]1[C:20](=[O:21])[C:19]2[C:14](=[CH:15][C:16]([O:22][CH2:23][C:24]3[CH:29]=[CH:28][CH:27]=[CH:26][CH:25]=3)=[CH:17][CH:18]=2)[O:13][CH:12]=1)[C:2]1[CH:7]=[CH:6][CH:5]=[CH:4][CH:3]=1.C(N(CC)CC)C.[CH3:42][C:43]([Si:46](Cl)([CH3:48])[CH3:47])([CH3:45])[CH3:44]. Given the product [CH2:1]([O:8][C:9]1[CH:33]=[C:32]([O:34][Si:46]([C:43]([CH3:45])([CH3:44])[CH3:42])([CH3:48])[CH3:47])[CH:31]=[CH:30][C:10]=1[C:11]1[C:20](=[O:21])[C:19]2[C:14](=[CH:15][C:16]([O:22][CH2:23][C:24]3[CH:25]=[CH:26][CH:27]=[CH:28][CH:29]=3)=[CH:17][CH:18]=2)[O:13][CH:12]=1)[C:2]1[CH:3]=[CH:4][CH:5]=[CH:6][CH:7]=1, predict the reactants needed to synthesize it. (4) Given the product [O:61]=[C:60]1[CH2:62][CH2:63][C:64](=[O:65])[N:59]1[O:11][C:10](=[O:12])[CH2:9][CH2:8][CH:7]([NH:13][C:14](=[O:35])[CH2:15][CH2:16][CH2:17][CH2:18][CH2:19][CH2:20][CH2:21][CH2:22][CH2:23][CH2:24][CH2:25][CH2:26][CH2:27][CH2:28][CH2:29][C:30]1[N:31]=[N:32][NH:33][N:34]=1)[C:6]([O:5][C:1]([CH3:4])([CH3:2])[CH3:3])=[O:36], predict the reactants needed to synthesize it. The reactants are: [C:1]([O:5][C:6](=[O:36])[CH:7]([NH:13][C:14](=[O:35])[CH2:15][CH2:16][CH2:17][CH2:18][CH2:19][CH2:20][CH2:21][CH2:22][CH2:23][CH2:24][CH2:25][CH2:26][CH2:27][CH2:28][CH2:29][C:30]1[N:31]=[N:32][NH:33][N:34]=1)[CH2:8][CH2:9][C:10]([OH:12])=[O:11])([CH3:4])([CH3:3])[CH3:2].C(N(C(C)C)CC)(C)C.[B-](F)(F)(F)F.CN(C(O[N:59]1[C:64](=[O:65])[CH2:63][CH2:62][C:60]1=[O:61])=[N+](C)C)C. (5) Given the product [CH2:1]([O:8][C:9]1[C:10]([NH:22][C:20]2[S:19][N:18]=[C:17]([CH3:16])[N:21]=2)=[N:11][CH:12]=[CH:13][CH:14]=1)[C:2]1[CH:7]=[CH:6][CH:5]=[CH:4][CH:3]=1, predict the reactants needed to synthesize it. The reactants are: [CH2:1]([O:8][C:9]1[C:10](Cl)=[N:11][CH:12]=[CH:13][CH:14]=1)[C:2]1[CH:7]=[CH:6][CH:5]=[CH:4][CH:3]=1.[CH3:16][C:17]1[N:21]=[C:20]([NH2:22])[S:19][N:18]=1.P([O-])([O-])([O-])=O.[K+].[K+].[K+]. (6) Given the product [CH3:1][C@H:2]([O:10][C:11]1[CH:12]=[C:13]([CH:27]=[C:28]([O:30][C@@H:31]([CH3:35])[CH2:32][O:33][CH3:34])[CH:29]=1)[C:14]([NH:16][C:17]1[N:22]=[CH:21][C:20]([C:23]([OH:25])=[O:24])=[CH:19][CH:18]=1)=[O:15])[CH2:3][C:4]1[CH:5]=[CH:6][CH:7]=[CH:8][CH:9]=1, predict the reactants needed to synthesize it. The reactants are: [CH3:1][C@H:2]([O:10][C:11]1[CH:12]=[C:13]([CH:27]=[C:28]([O:30][C@@H:31]([CH3:35])[CH2:32][O:33][CH3:34])[CH:29]=1)[C:14]([NH:16][C:17]1[N:22]=[CH:21][C:20]([C:23]([O:25]C)=[O:24])=[CH:19][CH:18]=1)=[O:15])[CH2:3][C:4]1[CH:9]=[CH:8][CH:7]=[CH:6][CH:5]=1.O.[OH-].[Na+].Cl.